Dataset: Forward reaction prediction with 1.9M reactions from USPTO patents (1976-2016). Task: Predict the product of the given reaction. (1) Given the reactants [Cl:1][C:2]1[CH:14]=[CH:13][CH:12]=[CH:11][C:3]=1[O:4][CH2:5][CH2:6][CH2:7][C:8](O)=[O:9].S(Cl)([Cl:17])=O, predict the reaction product. The product is: [Cl:1][C:2]1[CH:14]=[CH:13][CH:12]=[CH:11][C:3]=1[O:4][CH2:5][CH2:6][CH2:7][C:8]([Cl:17])=[O:9]. (2) Given the reactants [CH3:1][O:2][CH2:3][CH2:4][O:5][C:6]1[N:11]=[CH:10][C:9]([CH2:12][OH:13])=[CH:8][CH:7]=1, predict the reaction product. The product is: [CH3:1][O:2][CH2:3][CH2:4][O:5][C:6]1[CH:7]=[CH:8][C:9]([CH:12]=[O:13])=[CH:10][N:11]=1. (3) Given the reactants C([O:4][C@@H:5]1[CH:10]=[CH:9][C@@:8]([OH:17])([C:11]#[C:12][Si:13]([CH3:16])([CH3:15])[CH3:14])[CH2:7][O:6]1)(=O)C.C(=O)([O-])O.[Na+], predict the reaction product. The product is: [OH:6][CH2:7][C:8]1([C:11]#[C:12][Si:13]([CH3:14])([CH3:15])[CH3:16])[O:17][C@@H:5]([OH:4])[CH:10]=[CH:9]1. (4) Given the reactants [CH3:1][C:2]1[C:10]2[C:5](=[CH:6][CH:7]=[C:8]([C:11]#[N:12])[CH:9]=2)[NH:4][C:3]=1[C:13]1[CH:14]=[N:15][CH:16]=[CH:17][CH:18]=1.C(N(CC)CC)C.[C:26](=O)([O:32]C(C)(C)C)[O:27][C:28]([CH3:31])([CH3:30])[CH3:29], predict the reaction product. The product is: [C:28]([O:27][C:26]([N:4]1[C:5]2[C:10](=[CH:9][C:8]([C:11]#[N:12])=[CH:7][CH:6]=2)[C:2]([CH3:1])=[C:3]1[C:13]1[CH:14]=[N:15][CH:16]=[CH:17][CH:18]=1)=[O:32])([CH3:31])([CH3:30])[CH3:29]. (5) Given the reactants Cl[C:2]1[N:7]=[C:6]([NH:8][C:9]2[CH:10]=[N:11][C:12]([O:15][CH3:16])=[CH:13][CH:14]=2)[C:5]([I:17])=[CH:4][N:3]=1.[CH3:18][O-:19].[Na+].CO, predict the reaction product. The product is: [I:17][C:5]1[C:6]([NH:8][C:9]2[CH:10]=[N:11][C:12]([O:15][CH3:16])=[CH:13][CH:14]=2)=[N:7][C:2]([O:19][CH3:18])=[N:3][CH:4]=1. (6) Given the reactants [CH2:1]([N:4]([CH2:15][C:16]([CH3:18])=[CH2:17])[C:5](=[O:14])[O:6][CH2:7][C:8]1[CH:13]=[CH:12][CH:11]=[CH:10][CH:9]=1)C=C, predict the reaction product. The product is: [CH3:18][C:16]1[CH2:15][N:4]([C:5]([O:6][CH2:7][C:8]2[CH:9]=[CH:10][CH:11]=[CH:12][CH:13]=2)=[O:14])[CH2:1][CH:17]=1.